From a dataset of Full USPTO retrosynthesis dataset with 1.9M reactions from patents (1976-2016). Predict the reactants needed to synthesize the given product. (1) The reactants are: [CH3:1][O:2][C:3]1[C:8]([O:9][CH3:10])=[C:7]([O:11][CH3:12])[CH:6]=[CH:5][C:4]=1[C:13]([C:15]1[CH:20]=[C:19]([O:21][CH3:22])[C:18]([O:23][CH3:24])=[C:17]([O:25][CH3:26])[CH:16]=1)=O.C(OP([CH2:35][C:36]#[N:37])(=O)OCC)C.C[Si]([N-][Si](C)(C)C)(C)C.[Li+].O1C2C=CC(C(C3C=C(OC)C=C(OC)C=3)=CC#N)=CC=2OCC1. Given the product [CH3:1][O:2][C:3]1[C:8]([O:9][CH3:10])=[C:7]([O:11][CH3:12])[CH:6]=[CH:5][C:4]=1[C:13]([C:15]1[CH:20]=[C:19]([O:21][CH3:22])[C:18]([O:23][CH3:24])=[C:17]([O:25][CH3:26])[CH:16]=1)=[CH:35][C:36]#[N:37], predict the reactants needed to synthesize it. (2) The reactants are: CCN(C(C)C)C(C)C.FC(F)(F)C(O)=O.[F:17][C:18]1[CH:23]=[CH:22][C:21]([S:24]([C@@:27]2([C:32]3[CH:37]=[CH:36][C:35]([C:38]([F:47])([C:43]([F:46])([F:45])[F:44])[C:39]([F:42])([F:41])[F:40])=[CH:34][CH:33]=3)[CH2:31][CH2:30][NH:29][CH2:28]2)(=[O:26])=[O:25])=[CH:20][CH:19]=1.Br[CH2:49][C:50]([NH2:52])=[O:51]. Given the product [F:17][C:18]1[CH:23]=[CH:22][C:21]([S:24]([C@@:27]2([C:32]3[CH:33]=[CH:34][C:35]([C:38]([F:47])([C:39]([F:42])([F:41])[F:40])[C:43]([F:44])([F:45])[F:46])=[CH:36][CH:37]=3)[CH2:31][CH2:30][N:29]([CH2:49][C:50]([NH2:52])=[O:51])[CH2:28]2)(=[O:25])=[O:26])=[CH:20][CH:19]=1, predict the reactants needed to synthesize it. (3) Given the product [CH2:26]([O:33][C:34]1[CH:35]=[CH:36][C:37]([CH2:38][CH:39]([NH:46][C:12]([CH:11]([NH:10][C:8]([N:1]2[CH2:2][CH2:3][CH2:4][CH2:5][CH2:6][CH2:7]2)=[O:9])[CH2:15][CH:16]([CH3:18])[CH3:17])=[O:14])[CH2:40][O:41][C:42]([CH3:44])([CH3:43])[CH3:45])=[CH:47][CH:48]=1)[C:27]1[CH:28]=[CH:29][CH:30]=[CH:31][CH:32]=1, predict the reactants needed to synthesize it. The reactants are: [N:1]1([C:8]([NH:10][C@@H:11]([CH2:15][CH:16]([CH3:18])[CH3:17])[C:12]([OH:14])=O)=[O:9])[CH2:7][CH2:6][CH2:5][CH2:4][CH2:3][CH2:2]1.CN1CCOCC1.[CH2:26]([O:33][C:34]1[CH:48]=[CH:47][C:37]([CH2:38][C@H:39]([NH2:46])[CH2:40][O:41][C:42]([CH3:45])([CH3:44])[CH3:43])=[CH:36][CH:35]=1)[C:27]1[CH:32]=[CH:31][CH:30]=[CH:29][CH:28]=1.C(OCC)C. (4) The reactants are: [CH2:1]([O:3][C:4]([C:6]1[CH:14]=[C:13]2[C:9]([C:10]([C:25](O)=[O:26])=[C:11]([CH:22]([CH3:24])[CH3:23])[N:12]2[CH2:15][C:16]2[CH:21]=[CH:20][CH:19]=[CH:18][N:17]=2)=[CH:8][CH:7]=1)=[O:5])[CH3:2].C(Cl)CCl.[F:32][C:33]1[CH:40]=[CH:39][C:36]([CH2:37][NH2:38])=[CH:35][CH:34]=1. Given the product [CH2:1]([O:3][C:4]([C:6]1[CH:14]=[C:13]2[C:9]([C:10]([C:25](=[O:26])[NH:38][CH2:37][C:36]3[CH:39]=[CH:40][C:33]([F:32])=[CH:34][CH:35]=3)=[C:11]([CH:22]([CH3:24])[CH3:23])[N:12]2[CH2:15][C:16]2[CH:21]=[CH:20][CH:19]=[CH:18][N:17]=2)=[CH:8][CH:7]=1)=[O:5])[CH3:2], predict the reactants needed to synthesize it. (5) Given the product [CH3:1][Si:2]([CH3:4])([CH3:3])[C:5]#[C:6][CH:15]1[NH:18][C:17](=[O:19])[CH2:16]1, predict the reactants needed to synthesize it. The reactants are: [CH3:1][Si:2]([C:5]#[CH:6])([CH3:4])[CH3:3].C([Mg]Cl)C.C(O[CH:15]1[NH:18][C:17](=[O:19])[CH2:16]1)(=O)C.[Cl-].[NH4+]. (6) Given the product [Cl:1][C:2]1[CH:7]=[CH:6][C:5]([C:8](=[O:18])[NH:9][CH2:10][C:11]2[CH:16]=[CH:15][CH:14]=[C:13]([Cl:17])[CH:12]=2)=[CH:4][C:3]=1[NH:19][C:20]([C:22]1[C:35](=[O:36])[NH:34][C:25]2[N:26]=[C:27]([NH:49][CH2:48][CH:46]3[CH2:45][O:44][C:43]([CH3:50])([CH3:42])[O:47]3)[N:28]=[CH:29][C:24]=2[CH:23]=1)=[O:21], predict the reactants needed to synthesize it. The reactants are: [Cl:1][C:2]1[CH:7]=[CH:6][C:5]([C:8](=[O:18])[NH:9][CH2:10][C:11]2[CH:16]=[CH:15][CH:14]=[C:13]([Cl:17])[CH:12]=2)=[CH:4][C:3]=1[NH:19][C:20]([C:22]1[C:35](=[O:36])[NH:34][C:25]2[N:26]=[C:27](S(C)(=O)=O)[N:28]=[CH:29][C:24]=2[CH:23]=1)=[O:21].CN(C=O)C.[CH3:42][C:43]1([CH3:50])[O:47][CH:46]([CH2:48][NH2:49])[CH2:45][O:44]1. (7) Given the product [Br:1][C:2]1[CH:3]=[C:4]([CH:5]=[C:6]([N+:8]([O-:10])=[O:9])[CH:7]=1)[CH2:11][N:28]1[CH2:27][CH:26]([CH3:25])[O:31][CH:30]([CH3:32])[CH2:29]1, predict the reactants needed to synthesize it. The reactants are: [Br:1][C:2]1[CH:3]=[C:4]([CH2:11]O)[CH:5]=[C:6]([N+:8]([O-:10])=[O:9])[CH:7]=1.C(N(CC)CC)C.CS(Cl)(=O)=O.[CH3:25][CH:26]1[O:31][CH:30]([CH3:32])[CH2:29][NH:28][CH2:27]1.